This data is from Experimentally validated miRNA-target interactions with 360,000+ pairs, plus equal number of negative samples. The task is: Binary Classification. Given a miRNA mature sequence and a target amino acid sequence, predict their likelihood of interaction. The miRNA is hsa-miR-4708-5p with sequence AGAGAUGCCGCCUUGCUCCUU. The protein sequence of the target gene is MAAIPPDSWQPPNVYLETSMGIIVLELYWKHAPKTCKNFAELARRGYYNGTKFHRIIKDFMIQGGDPTGTGRGGASIYGKQFEDELHPDLKFTGAGILAMANAGPDTNGSQFFVTLAPTQWLDGKHTIFGRVCQGIGMVNRVGMVETNSQDRPVDDVKIIKAYPSG. Result: 1 (interaction).